This data is from Reaction yield outcomes from USPTO patents with 853,638 reactions. The task is: Predict the reaction yield, written as a fraction of the theoretical maximum amount of product (1.0 means a 100% yield; for example, 0.34 means a 34% yield). (1) The reactants are [CH2:1]([O:3][C:4]([C:6]1[N:7]=[C:8]([NH:11][C:12](=[O:29])[CH:13]([C:20]2[CH:25]=[CH:24][C:23]([N+:26]([O-:28])=[O:27])=[CH:22][CH:21]=2)[CH2:14][CH:15]2[CH2:19][CH2:18][CH2:17][CH2:16]2)[S:9][CH:10]=1)=[O:5])C.S(=O)(=O)(O)O. The catalyst is CO. The product is [CH3:1][O:3][C:4]([C:6]1[N:7]=[C:8]([NH:11][C:12](=[O:29])[CH:13]([C:20]2[CH:21]=[CH:22][C:23]([N+:26]([O-:28])=[O:27])=[CH:24][CH:25]=2)[CH2:14][CH:15]2[CH2:16][CH2:17][CH2:18][CH2:19]2)[S:9][CH:10]=1)=[O:5]. The yield is 0.548. (2) The reactants are [C:1]1([C:7]2[C:11]3[N:12]=[CH:13][NH:14][C:15](=[O:16])[C:10]=3[S:9][N:8]=2)[CH:6]=[CH:5][CH:4]=[CH:3][CH:2]=1.C(=O)([O-])[O-].[Cs+].[Cs+].[O:23]1[C:25]2([CH2:30][CH2:29][N:28]([C:31]([O:33][C:34]([CH3:37])([CH3:36])[CH3:35])=[O:32])[CH2:27][CH2:26]2)[CH2:24]1. The catalyst is CN(C=O)C. The product is [OH:23][C:25]1([CH2:24][N:14]2[C:15](=[O:16])[C:10]3[S:9][N:8]=[C:7]([C:1]4[CH:2]=[CH:3][CH:4]=[CH:5][CH:6]=4)[C:11]=3[N:12]=[CH:13]2)[CH2:26][CH2:27][N:28]([C:31]([O:33][C:34]([CH3:37])([CH3:36])[CH3:35])=[O:32])[CH2:29][CH2:30]1. The yield is 0.570. (3) The reactants are [Cl:1][C:2]1[CH:9]=[C:8]([NH:10][CH2:11][CH3:12])[C:5]([CH:6]=O)=[CH:4][N:3]=1.[Cl:13][C:14]1[CH:19]=[CH:18][CH:17]=[C:16]([F:20])[C:15]=1[CH2:21][C:22]([O:24]CC)=O.C([O-])([O-])=O.[K+].[K+]. The catalyst is CN(C=O)C. The product is [Cl:1][C:2]1[CH:9]=[C:8]2[C:5]([CH:6]=[C:21]([C:15]3[C:16]([F:20])=[CH:17][CH:18]=[CH:19][C:14]=3[Cl:13])[C:22](=[O:24])[N:10]2[CH2:11][CH3:12])=[CH:4][N:3]=1. The yield is 0.190. (4) The reactants are Br[C:2]1[CH:7]=[CH:6][C:5]([O:8][C:9]2[CH:14]=[CH:13][C:12]([F:15])=[CH:11][CH:10]=2)=[CH:4][C:3]=1[Cl:16].[B:17]1([B:17]2[O:21][C:20]([CH3:23])([CH3:22])[C:19]([CH3:25])([CH3:24])[O:18]2)[O:21][C:20]([CH3:23])([CH3:22])[C:19]([CH3:25])([CH3:24])[O:18]1.C([O-])(=O)C.[K+]. The catalyst is O1CCOCC1.[Pd](Cl)Cl. The product is [Cl:16][C:3]1[CH:4]=[C:5]([O:8][C:9]2[CH:14]=[CH:13][C:12]([F:15])=[CH:11][CH:10]=2)[CH:6]=[CH:7][C:2]=1[B:17]1[O:21][C:20]([CH3:23])([CH3:22])[C:19]([CH3:25])([CH3:24])[O:18]1. The yield is 0.260. (5) The reactants are I[CH2:2][C@@H:3]([CH3:16])[CH2:4][N:5]1[C:10]2[CH:11]=[CH:12][CH:13]=[CH:14][C:9]=2[S:8][CH2:7][C:6]1=[O:15].[CH:17](=[C:21]1[CH2:26][CH2:25][NH:24][CH2:23][CH2:22]1)[CH2:18][CH2:19][CH3:20]. The catalyst is CC#N. The product is [CH:17](=[C:21]1[CH2:26][CH2:25][N:24]([CH2:2][C@@H:3]([CH3:16])[CH2:4][N:5]2[C:10]3[CH:11]=[CH:12][CH:13]=[CH:14][C:9]=3[S:8][CH2:7][C:6]2=[O:15])[CH2:23][CH2:22]1)[CH2:18][CH2:19][CH3:20]. The yield is 0.600. (6) The reactants are [C:1]([O:5][C:6]([N:8]1[CH2:25][CH2:24][N:11]2[C:12](=[O:23])[C:13]3[C:18]([CH:10]2[CH:9]1[CH3:26])=[CH:17][CH:16]=[CH:15][C:14]=3[C:19]([F:22])([F:21])[F:20])=[O:7])([CH3:4])([CH3:3])[CH3:2].Cl.S(=O)(=O)(O)O.[Br:33]N1C(=O)CCC1=O. No catalyst specified. The product is [C:1]([O:5][C:6]([N:8]1[CH2:25][CH2:24][N:11]2[C:12](=[O:23])[C:13]3[C:18]([CH:10]2[CH:9]1[CH3:26])=[CH:17][C:16]([Br:33])=[CH:15][C:14]=3[C:19]([F:20])([F:22])[F:21])=[O:7])([CH3:4])([CH3:2])[CH3:3]. The yield is 0.590.